Dataset: Catalyst prediction with 721,799 reactions and 888 catalyst types from USPTO. Task: Predict which catalyst facilitates the given reaction. (1) Reactant: [F:1][C:2]1[CH:37]=[CH:36][C:5]([CH2:6][N:7]2[C:19](=[O:20])[C:18]3[C:17]([O:21][Si](C(C)C)(C(C)C)C(C)C)=[C:16]4[C:11]([CH:12]=[CH:13][CH:14]=[N:15]4)=[C:10]([O:32][CH3:33])[C:9]=3[C:8]2(O)[CH3:34])=[CH:4][CH:3]=1.B(F)(F)F.CCOCC.C([SiH](CC)CC)C. Product: [F:1][C:2]1[CH:3]=[CH:4][C:5]([CH2:6][N:7]2[C:19](=[O:20])[C:18]3[C:17]([OH:21])=[C:16]4[C:11]([CH:12]=[CH:13][CH:14]=[N:15]4)=[C:10]([O:32][CH3:33])[C:9]=3[CH:8]2[CH3:34])=[CH:36][CH:37]=1. The catalyst class is: 2. (2) Reactant: [NH2:1][C:2]1[CH:3]=[C:4]2[C:9](=[CH:10][CH:11]=1)[N:8]=[C:7]([O:12][C:13]1[CH:18]=[CH:17][C:16]([F:19])=[CH:15][C:14]=1[C:20](=[O:22])[CH3:21])[C:6]([CH2:23][C:24]1[CH:29]=[CH:28][CH:27]=[CH:26][CH:25]=1)=[CH:5]2.N1C=CC=CC=1.[N+:36]([C:39]1[CH:40]=[C:41]([N:45]=[C:46]=[O:47])[CH:42]=[CH:43][CH:44]=1)([O-:38])=[O:37]. Product: [C:20]([C:14]1[CH:15]=[C:16]([F:19])[CH:17]=[CH:18][C:13]=1[O:12][C:7]1[C:6]([CH2:23][C:24]2[CH:25]=[CH:26][CH:27]=[CH:28][CH:29]=2)=[CH:5][C:4]2[C:9](=[CH:10][CH:11]=[C:2]([NH:1][C:46]([NH:45][C:41]3[CH:42]=[CH:43][CH:44]=[C:39]([N+:36]([O-:38])=[O:37])[CH:40]=3)=[O:47])[CH:3]=2)[N:8]=1)(=[O:22])[CH3:21]. The catalyst class is: 4. (3) Reactant: Cl[CH2:2][C:3]1[C:12]([C:13]2[CH:18]=[CH:17][CH:16]=[CH:15][C:14]=2[O:19][CH3:20])=[CH:11][CH:10]=[C:9]2[C:4]=1[C:5]([CH3:23])=[CH:6][C:7]([CH3:22])([CH3:21])[NH:8]2.[C:24]1([SH:30])[CH:29]=[CH:28][CH:27]=[CH:26][CH:25]=1.C(=O)([O-])[O-].[K+].[K+]. Product: [CH3:20][O:19][C:14]1[CH:15]=[CH:16][CH:17]=[CH:18][C:13]=1[C:12]1[C:3]([CH2:2][S:30][C:24]2[CH:29]=[CH:28][CH:27]=[CH:26][CH:25]=2)=[C:4]2[C:9](=[CH:10][CH:11]=1)[NH:8][C:7]([CH3:22])([CH3:21])[CH:6]=[C:5]2[CH3:23]. The catalyst class is: 42. (4) Reactant: Br[C:2]1[CH:7]=[CH:6][CH:5]=[CH:4][C:3]=1[CH:8]1[N:13]2[CH:14]=[N:15][CH:16]=[C:12]2[CH2:11][CH2:10][CH2:9]1.[S:17]1[CH:21]=[CH:20][C:19](B(O)O)=[CH:18]1.C([O-])([O-])=O.[Na+].[Na+]. Product: [S:17]1[CH:21]=[CH:20][C:19]([C:2]2[CH:7]=[CH:6][CH:5]=[CH:4][C:3]=2[CH:8]2[N:13]3[CH:14]=[N:15][CH:16]=[C:12]3[CH2:11][CH2:10][CH2:9]2)=[CH:18]1. The catalyst class is: 104.